This data is from Experimentally validated miRNA-target interactions with 360,000+ pairs, plus equal number of negative samples. The task is: Binary Classification. Given a miRNA mature sequence and a target amino acid sequence, predict their likelihood of interaction. (1) The miRNA is hsa-miR-4311 with sequence GAAAGAGAGCUGAGUGUG. The protein sequence of the target gene is MEEGMNVLHDFGIQSTHYLQVNYQDSQDWFILVSVIADLRNAFYVLFPIWFHLQEAVGIKLLWVAVIGDWLNLVFKWILFGQRPYWWVLDTDYYSNTSVPLIKQFPVTCETGPGSPSGHAMGTAGVYYVMVTSTLSIFQGKIKPTYRFRCLNVILWLGFWAVQLNVCLSRIYLAAHFPHQVVAGVLSGIAVAETFSHIHSIYNASLKKYFLITFFLFSFAIGFYLLLKGLGVDLLWTLEKAQRWCEQPEWVHIDTTPFASLLKNLGTLFGLGLALNSSMYRESCKGKLSKWLPFRLSSIV.... Result: 1 (interaction). (2) The miRNA is mmu-miR-344b-3p with sequence CAUUUAGCCAAAGCCUGACUGU. The protein sequence of the target gene is MFRYESLEDCPLDEDEDAFQGLGEEDEEIDQFNDDTFGSGAVDDDWQEAHERLAELEEKLPVAADEQTGNGERDEMDLLGDHEENLAERLSKMVIENELEDPAIMRAVQTRPVLQPQPGSLNSSIWDGSEVLRRIRGPLLAQEMPTVSVLEYALPQRPLQGPEDDRDLSERALPRRSTSPIIGSPPVRAVPIGTPPKQMAVPSFNQQILCPKPVHVRPPMPPRYPAPYGERISPNQLCSVPNSSLLGHPFPPNVPPVLSPLQRAQLLGGAQLQPGRMSPSQFARVPGFVGSPLAAMNPKL.... Result: 0 (no interaction). (3) The miRNA is mmu-miR-467d-3p with sequence AUAUACAUACACACACCUACAC. The protein sequence of the target gene is MAGAGPAPGLPGAGGPVVPGPGAGIPGKSGEERLKEMEAEMALFEQEVLGAPVPGIPTAVPAVPTVPTVPTVEAMQVPAAPVIRPIIATNTYQQVQQTLEARAAAAATVVPPMVGGPPFVGPVGFGPGDRSHLDSPEAREAMFLRRAAVAPQRAPILRPAFVPHVLQRADSALSSAAAGPRPMALRPPHQALVGPPLPGPPGPPMMLPPMARAPGPPLGSMAALRPPLEEPAAPRELGLGLGLGLKEKEEAVVAAAAGLEEASAAVAVGAGGAPAGPAVIGPSLPLALAMPLPEPEPLPL.... Result: 0 (no interaction).